This data is from Forward reaction prediction with 1.9M reactions from USPTO patents (1976-2016). The task is: Predict the product of the given reaction. (1) Given the reactants [F:1][C:2]([F:17])([F:16])[C:3]1[CH:4]=[C:5]([CH:13]=[CH:14][CH:15]=1)[NH:6][C:7](=[O:12])[C:8]([CH3:11])([CH3:10])[CH3:9].C([Li])CCC.CCCCCC.[C:29](=[O:31])=[O:30].C(=O)([O-])O.[Na+], predict the reaction product. The product is: [C:7]([NH:6][C:5]1[CH:13]=[CH:14][CH:15]=[C:3]([C:2]([F:16])([F:17])[F:1])[C:4]=1[C:29]([OH:31])=[O:30])(=[O:12])[C:8]([CH3:11])([CH3:10])[CH3:9]. (2) Given the reactants [Cl:1][C:2]1[CH:3]=[C:4]([N:8]2[N:12]=[N:11][C:10]([CH:13]([OH:15])[CH3:14])=[N:9]2)[CH:5]=[CH:6][CH:7]=1.[H-].[Na+].CS([C:22]1[N:23]([CH3:33])[C:24]([C:27]2[CH:28]=[N:29][CH:30]=[CH:31][CH:32]=2)=[N:25][N:26]=1)(=O)=O, predict the reaction product. The product is: [Cl:1][C:2]1[CH:3]=[C:4]([N:8]2[N:12]=[N:11][C:10]([CH:13]([O:15][C:22]3[N:23]([CH3:33])[C:24]([C:27]4[CH:32]=[CH:31][CH:30]=[N:29][CH:28]=4)=[N:25][N:26]=3)[CH3:14])=[N:9]2)[CH:5]=[CH:6][CH:7]=1. (3) Given the reactants [NH2:1][CH2:2][CH2:3][CH2:4][NH2:5].C(N(CC)CC)C.[F:13][C:14]([F:27])([F:26])[S:15](O[S:15]([C:14]([F:27])([F:26])[F:13])(=[O:17])=[O:16])(=[O:17])=[O:16], predict the reaction product. The product is: [NH2:1][CH2:2][CH2:3][CH2:4][NH:5][S:15]([C:14]([F:27])([F:26])[F:13])(=[O:17])=[O:16].